From a dataset of TCR-epitope binding with 47,182 pairs between 192 epitopes and 23,139 TCRs. Binary Classification. Given a T-cell receptor sequence (or CDR3 region) and an epitope sequence, predict whether binding occurs between them. (1) The epitope is LPRRSGAAGA. The TCR CDR3 sequence is CASSYSIGVVSEQYF. Result: 1 (the TCR binds to the epitope). (2) Result: 1 (the TCR binds to the epitope). The epitope is PROT_97E67BCC. The TCR CDR3 sequence is CASSELASGINEQFF. (3) The epitope is LPPIVAKEI. The TCR CDR3 sequence is CASSYDRDEQFF. Result: 0 (the TCR does not bind to the epitope). (4) Result: 0 (the TCR does not bind to the epitope). The epitope is LLDFVRFMGV. The TCR CDR3 sequence is CASSLSVRGWNTEAFF.